From a dataset of Reaction yield outcomes from USPTO patents with 853,638 reactions. Predict the reaction yield, written as a fraction of the theoretical maximum amount of product (1.0 means a 100% yield; for example, 0.34 means a 34% yield). (1) The reactants are [H-].[H-].[H-].[H-].[Li+].[Al+3].[Br:7][C:8]1[CH:20]=[N:19][C:11]2[NH:12][C:13](=O)[C@@H:14]([CH3:17])[NH:15][CH2:16][C:10]=2[CH:9]=1. The catalyst is C1COCC1. The product is [Br:7][C:8]1[CH:20]=[N:19][C:11]2[NH:12][CH2:13][C@@H:14]([CH3:17])[NH:15][CH2:16][C:10]=2[CH:9]=1. The yield is 0.230. (2) The reactants are [CH3:1][O:2][C:3]([C:5]1[C:6]2[CH2:7][C:8]([CH3:24])([CH3:23])[CH:9]([C:16]3[CH:21]=[CH:20][CH:19]=[C:18](Br)[CH:17]=3)[NH:10][C:11]=2[CH:12]=[CH:13][C:14]=1[F:15])=[O:4].[NH:25]1[CH2:30][CH2:29][O:28][CH2:27][CH2:26]1.Cl.CN(C)CC(O)=O.C(=O)([O-])[O-].[K+].[K+]. The catalyst is CS(C)=O.[Cu]I. The product is [CH3:1][O:2][C:3]([C:5]1[C:6]2[CH2:7][C:8]([CH3:24])([CH3:23])[CH:9]([C:16]3[CH:21]=[CH:20][CH:19]=[C:18]([N:25]4[CH2:30][CH2:29][O:28][CH2:27][CH2:26]4)[CH:17]=3)[NH:10][C:11]=2[CH:12]=[CH:13][C:14]=1[F:15])=[O:4]. The yield is 0.800. (3) The reactants are [F:1][C:2]1[CH:7]=[CH:6][C:5]([N:8]2[C:12]3([CH2:17][CH2:16][NH:15][CH2:14][CH2:13]3)[C:11](=[O:18])[N:10]([CH2:19][C:20]3[CH:32]=[CH:31][CH:30]=[CH:29][C:21]=3[C:22]([O:24][C:25]([CH3:28])([CH3:27])[CH3:26])=[O:23])[CH2:9]2)=[CH:4][CH:3]=1.[I-].[Na+].C(=O)([O-])[O-].[K+].[K+].Cl[CH2:42][CH2:43][CH2:44][N:45]1[C:53]2[C:48](=[CH:49][CH:50]=[CH:51][CH:52]=2)[C:47]([CH3:55])([CH3:54])[C:46]1=[O:56]. The catalyst is CC(=O)CC. The product is [CH3:55][C:47]1([CH3:54])[C:48]2[C:53](=[CH:52][CH:51]=[CH:50][CH:49]=2)[N:45]([CH2:44][CH2:43][CH2:42][N:15]2[CH2:14][CH2:13][C:12]3([N:8]([C:5]4[CH:6]=[CH:7][C:2]([F:1])=[CH:3][CH:4]=4)[CH2:9][N:10]([CH2:19][C:20]4[CH:32]=[CH:31][CH:30]=[CH:29][C:21]=4[C:22]([O:24][C:25]([CH3:28])([CH3:26])[CH3:27])=[O:23])[C:11]3=[O:18])[CH2:17][CH2:16]2)[C:46]1=[O:56]. The yield is 0.830. (4) The reactants are [CH2:1]([NH2:7])[C:2]1[O:6][CH:5]=[CH:4][CH:3]=1.[Cl:8][C:9]1[CH:14]=[N:13][CH:12]=[C:11](Cl)[N:10]=1. No catalyst specified. The product is [Cl:8][C:9]1[N:10]=[C:11]([NH:7][CH2:1][C:2]2[O:6][CH:5]=[CH:4][CH:3]=2)[CH:12]=[N:13][CH:14]=1. The yield is 0.980. (5) The catalyst is C(#N)C.C(O)(C)C.O.C1(C)C=CC=CC=1. The yield is 0.690. The product is [CH:34]1[C:35]2[C:41]([CH:40]=[CH:39][CH:38]=[CH:37][CH:36]=2)=[CH:42][C:33]=1[CH2:32][C:30]1[CH:29]=[CH:28][C:27]([OH:43])=[C:26]([C@@H:6]2[O:9][C@H:10]([CH2:21][OH:22])[C@@H:11]([OH:17])[C@H:12]([OH:13])[C@H:5]2[OH:4])[CH:31]=1. The reactants are C([O:4][C@@H:5]1[C@@H:12]([O:13]C(=O)C)[C@H:11]([O:17]C(=O)C)[C@@H:10]([CH2:21][O:22]C(=O)C)[O:9][C:6]1([C:26]1[CH:31]=[C:30]([CH2:32][C:33]2[CH:42]=[C:41]3[C:35](=[CH:36][CH:37]=[CH:38][CH:39]=[CH:40]3)[CH:34]=2)[CH:29]=[CH:28][C:27]=1[OH:43])OC)(=O)C.C([SiH](CC)CC)C.FC(F)(F)S(O[Si](C)(C)C)(=O)=O.C(=O)([O-])O.[Na+]. (6) The reactants are [S:1]([N:11]1[C:15]2=[N:16][CH:17]=[C:18]([CH:20]=[N:21]O)[CH:19]=[C:14]2[CH:13]=[CH:12]1)([C:4]1[CH:10]=[CH:9][C:7]([CH3:8])=[CH:6][CH:5]=1)(=[O:3])=[O:2].[Cl-].[NH4+]. The catalyst is CO.[Zn]. The product is [S:1]([N:11]1[C:15]2=[N:16][CH:17]=[C:18]([CH2:20][NH2:21])[CH:19]=[C:14]2[CH:13]=[CH:12]1)([C:4]1[CH:10]=[CH:9][C:7]([CH3:8])=[CH:6][CH:5]=1)(=[O:3])=[O:2]. The yield is 0.980. (7) The reactants are Cl.[NH2:2][C:3]1[C:8]([C:9]#N)=[CH:7][N:6]2[CH:11]=[C:12]([C:14]3[CH:19]=[CH:18][CH:17]=[CH:16][CH:15]=3)[N:13]=[C:5]2[CH:4]=1.[OH:20]S(O)(=O)=O.[CH3:25][CH2:26][OH:27]. The catalyst is O. The product is [CH2:26]([O:27][C:9]([C:8]1[C:3]([NH2:2])=[CH:4][C:5]2[N:6]([CH:11]=[C:12]([C:14]3[CH:19]=[CH:18][CH:17]=[CH:16][CH:15]=3)[N:13]=2)[CH:7]=1)=[O:20])[CH3:25]. The yield is 0.620. (8) The catalyst is C(OCC)C. The yield is 0.650. The reactants are [ClH:1].[CH3:2][N:3]([CH3:27])[CH:4]1[CH2:9][CH2:8][N:7]([C:10](=[O:26])[CH2:11][CH2:12][C:13]2[N:14]([CH2:18][C:19]([O:21][CH2:22][CH:23]([CH3:25])[CH3:24])=[O:20])[CH:15]=[CH:16][N:17]=2)[CH2:6][CH2:5]1. The product is [ClH:1].[CH3:27][N:3]([CH3:2])[CH:4]1[CH2:9][CH2:8][N:7]([C:10](=[O:26])[CH2:11][CH2:12][C:13]2[N:14]([CH2:18][C:19]([O:21][CH2:22][CH:23]([CH3:25])[CH3:24])=[O:20])[CH:15]=[CH:16][N:17]=2)[CH2:6][CH2:5]1. (9) The reactants are [NH2:1][C:2]1[C:11]2[C:6](=[C:7](I)[C:8]([F:12])=[CH:9][CH:10]=2)[N:5]=[N:4][C:3]=1[C:14]([NH:16][CH2:17][CH2:18][CH3:19])=[O:15].[CH3:20][C:21]1[CH:26]=[CH:25][C:24]([F:27])=[CH:23][C:22]=1B(O)O. No catalyst specified. The product is [NH2:1][C:2]1[C:11]2[C:6](=[C:7]([C:26]3[CH:25]=[C:24]([F:27])[CH:23]=[CH:22][C:21]=3[CH3:20])[C:8]([F:12])=[CH:9][CH:10]=2)[N:5]=[N:4][C:3]=1[C:14]([NH:16][CH2:17][CH2:18][CH3:19])=[O:15]. The yield is 0.580. (10) The reactants are [CH3:1][C:2]1[CH:10]=[C:9]2[C:5]([CH2:6][C:7](=[O:11])[NH:8]2)=[CH:4][CH:3]=1.[Br:12]N1C(=O)CCC1=O. The catalyst is C(#N)C. The product is [Br:12][C:3]1[CH:4]=[C:5]2[C:9](=[CH:10][C:2]=1[CH3:1])[NH:8][C:7](=[O:11])[CH2:6]2. The yield is 0.550.